From a dataset of Reaction yield outcomes from USPTO patents with 853,638 reactions. Predict the reaction yield, written as a fraction of the theoretical maximum amount of product (1.0 means a 100% yield; for example, 0.34 means a 34% yield). (1) The reactants are [C:1]([C:3]1[CH:4]=[C:5]([CH:8]=[CH:9][CH:10]=1)[CH:6]=O)#[N:2].[NH:11]1[CH2:16][CH2:15][O:14][CH2:13][CH2:12]1.C1(C)C=CC(S(O)(=O)=O)=CC=1.[C-:28]#[N:29].[K+]. The catalyst is O. The product is [C:28]([CH:6]([N:11]1[CH2:16][CH2:15][O:14][CH2:13][CH2:12]1)[C:5]1[CH:4]=[C:3]([CH:10]=[CH:9][CH:8]=1)[C:1]#[N:2])#[N:29]. The yield is 0.850. (2) The reactants are N1C=CC=CC=1.[CH:7]1([C:11](Cl)=[O:12])[CH2:10][CH2:9][CH2:8]1.[C:16]1(=[O:17])[O:18][C:19]([CH3:19])([CH3:15])[O:18][C:16](=[O:17])[CH2:15]1.CO. The catalyst is C(Cl)Cl. The product is [CH:7]1([C:11](=[O:12])[CH2:15][C:16]([O:18][CH3:19])=[O:17])[CH2:10][CH2:9][CH2:8]1. The yield is 0.880. (3) The reactants are [C:1]1([C:19]2[CH:24]=[CH:23][CH:22]=[CH:21][CH:20]=2)[CH:6]=[CH:5][C:4]([CH:7]([NH:11][C:12]([O:14][C:15]([CH3:18])([CH3:17])[CH3:16])=[O:13])[C:8]([OH:10])=O)=[CH:3][CH:2]=1.[CH2:25]([NH2:29])[CH:26]([CH3:28])[CH3:27]. No catalyst specified. The product is [C:1]1([C:19]2[CH:20]=[CH:21][CH:22]=[CH:23][CH:24]=2)[CH:6]=[CH:5][C:4]([CH:7]([NH:11][C:12](=[O:13])[O:14][C:15]([CH3:16])([CH3:17])[CH3:18])[C:8]([NH:29][CH2:25][CH:26]([CH3:28])[CH3:27])=[O:10])=[CH:3][CH:2]=1. The yield is 0.550.